Dataset: Catalyst prediction with 721,799 reactions and 888 catalyst types from USPTO. Task: Predict which catalyst facilitates the given reaction. (1) Product: [C:13]1([CH3:12])[CH:21]=[CH:20][C:16]([C:17]([N:2]2[C:3](=[O:11])[CH2:4][CH2:5][C@@H:6]3[C@H:1]2[CH2:9][CH2:8][C:7]3=[O:10])=[O:18])=[CH:15][CH:14]=1. Reactant: [C@@H:1]12[CH2:9][CH2:8][C:7](=[O:10])[C@@H:6]1[CH2:5][CH2:4][C:3](=[O:11])[NH:2]2.[CH3:12][C:13]1[CH:21]=[CH:20][C:16]([C:17](Cl)=[O:18])=[CH:15][CH:14]=1.C(N(CC)CC)C. The catalyst class is: 4. (2) Reactant: [C:1]1([C:7]2[N:12]=[CH:11][C:10]([C:13]#[N:14])=[CH:9][N:8]=2)[CH:6]=[CH:5][CH:4]=[CH:3][CH:2]=1.[N-:15]=[N+:16]=[N-:17].[Na+].[Cl-].[NH4+].Cl. Product: [C:1]1([C:7]2[N:12]=[CH:11][C:10]([C:13]3[NH:17][N:16]=[N:15][N:14]=3)=[CH:9][N:8]=2)[CH:2]=[CH:3][CH:4]=[CH:5][CH:6]=1. The catalyst class is: 3. (3) Reactant: C([O:8][C:9]1[CH:10]=[C:11]2[C:15](=[CH:16][CH:17]=1)[NH:14][CH:13]=[C:12]2[CH:18]1[CH2:23][CH2:22][NH:21][CH2:20][CH2:19]1)C1C=CC=CC=1.C([O-])=O.[NH4+].C(O)C. Product: [OH:8][C:9]1[CH:10]=[C:11]2[C:15](=[CH:16][CH:17]=1)[NH:14][CH:13]=[C:12]2[CH:18]1[CH2:23][CH2:22][NH:21][CH2:20][CH2:19]1. The catalyst class is: 386.